This data is from Full USPTO retrosynthesis dataset with 1.9M reactions from patents (1976-2016). The task is: Predict the reactants needed to synthesize the given product. Given the product [N+:1]([C:4]1[CH:9]=[CH:8][C:7]([C:10]2[S:31][C:13]([CH2:14][CH2:15][C:16]([O:18][CH3:19])=[O:17])=[N:12][CH:11]=2)=[CH:6][CH:5]=1)([O-:3])=[O:2], predict the reactants needed to synthesize it. The reactants are: [N+:1]([C:4]1[CH:9]=[CH:8][C:7]([C:10](=O)[CH2:11][NH:12][C:13](=O)[CH2:14][CH2:15][C:16]([O:18][CH3:19])=[O:17])=[CH:6][CH:5]=1)([O-:3])=[O:2].COC1C=CC(P2(SP(C3C=CC(OC)=CC=3)(=S)S2)=[S:31])=CC=1.O.C(=O)([O-])[O-].[Na+].[Na+].